Dataset: Reaction yield outcomes from USPTO patents with 853,638 reactions. Task: Predict the reaction yield, written as a fraction of the theoretical maximum amount of product (1.0 means a 100% yield; for example, 0.34 means a 34% yield). (1) The reactants are C(OC([N:8]1[CH2:13][CH2:12][N:11]([S:14]([C:17]2[CH:18]=[CH:19][C:20]3[O:29][CH2:28][CH2:27][N:26]4[C:22](=[N:23][C:24]([C:30]5[N:31]([CH:35]([CH3:37])[CH3:36])[N:32]=[CH:33][N:34]=5)=[CH:25]4)[C:21]=3[CH:38]=2)(=[O:16])=[O:15])[CH2:10][CH2:9]1)=O)(C)(C)C.C(O)(C(F)(F)F)=O. The catalyst is C(Cl)Cl. The product is [CH:35]([N:31]1[C:30]([C:24]2[N:23]=[C:22]3[N:26]([CH2:27][CH2:28][O:29][C:20]4[CH:19]=[CH:18][C:17]([S:14]([N:11]5[CH2:10][CH2:9][NH:8][CH2:13][CH2:12]5)(=[O:15])=[O:16])=[CH:38][C:21]=43)[CH:25]=2)=[N:34][CH:33]=[N:32]1)([CH3:37])[CH3:36]. The yield is 0.880. (2) The reactants are C(N(CC)CC)C.Cl.[N:9]1[C:18]2[C:13](=[CH:14][CH:15]=[CH:16][CH:17]=2)[CH:12]=[CH:11][C:10]=1[N:19]1[CH2:22][CH:21]([NH2:23])[CH2:20]1.[Cl:24][C:25]1[C:30](Cl)=[N:29][CH:28]=[CH:27][N:26]=1. The catalyst is CN(C=O)C.O. The product is [Cl:24][C:25]1[C:30]([NH:23][CH:21]2[CH2:20][N:19]([C:10]3[CH:11]=[CH:12][C:13]4[C:18](=[CH:17][CH:16]=[CH:15][CH:14]=4)[N:9]=3)[CH2:22]2)=[N:29][CH:28]=[CH:27][N:26]=1. The yield is 0.550. (3) The reactants are [C:1]1([CH:7]([C:28]2[CH:33]=[CH:32][CH:31]=[CH:30][CH:29]=2)[N:8]2[C:16]3[C:11](=[CH:12][CH:13]=[CH:14][CH:15]=3)[CH:10]([C:17]3[C:25]([OH:26])=[CH:24][C:20]4[CH2:21][CH2:22][O:23][C:19]=4[CH:18]=3)[C:9]2=[O:27])[CH:6]=[CH:5][CH:4]=[CH:3][CH:2]=1.[CH2:34]=[O:35].C(NC(C)C)(C)C. The catalyst is C1COCC1.C(OCC)(=O)C. The product is [C:28]1([CH:7]([C:1]2[CH:2]=[CH:3][CH:4]=[CH:5][CH:6]=2)[N:8]2[C:16]3[C:11](=[CH:12][CH:13]=[CH:14][CH:15]=3)[C:10]([C:17]3[C:25]([OH:26])=[CH:24][C:20]4[CH2:21][CH2:22][O:23][C:19]=4[CH:18]=3)([CH2:34][OH:35])[C:9]2=[O:27])[CH:33]=[CH:32][CH:31]=[CH:30][CH:29]=1. The yield is 0.650. (4) The reactants are [OH:1][C:2]1[CH:7]=[C:6]([OH:8])[CH:5]=[CH:4][C:3]=1[C:9](=[O:22])[CH2:10][C:11]1[CH:21]=[CH:20][C:14]([C:15]([O:17]CC)=[O:16])=[CH:13][CH:12]=1.Cl. The catalyst is O1CCOCC1. The product is [OH:1][C:2]1[CH:7]=[C:6]([OH:8])[CH:5]=[CH:4][C:3]=1[C:9](=[O:22])[CH2:10][C:11]1[CH:21]=[CH:20][C:14]([C:15]([OH:17])=[O:16])=[CH:13][CH:12]=1. The yield is 0.833.